From a dataset of Reaction yield outcomes from USPTO patents with 853,638 reactions. Predict the reaction yield, written as a fraction of the theoretical maximum amount of product (1.0 means a 100% yield; for example, 0.34 means a 34% yield). (1) The reactants are [Cl:1][C:2]1[CH:7]=[CH:6][C:5]([CH2:8][C:9]#[N:10])=[CH:4][C:3]=1[C:11]([F:14])([F:13])[F:12].[Cl:15][C:16]1[CH:21]=[C:20]([N+:22]([O-:24])=[O:23])[CH:19]=[C:18]([Cl:25])[C:17]=1Cl.Cl. The catalyst is C1COCC1.[Cl-].C([N+](CC)(CC)CC1C=CC=CC=1)C.[OH-].[Na+]. The product is [Cl:15][C:16]1[CH:21]=[C:20]([N+:22]([O-:24])=[O:23])[CH:19]=[C:18]([Cl:25])[C:17]=1[CH:8]([C:5]1[CH:6]=[CH:7][C:2]([Cl:1])=[C:3]([C:11]([F:12])([F:13])[F:14])[CH:4]=1)[C:9]#[N:10]. The yield is 0.865. (2) The reactants are [F:1][C:2]1[C:3]([C:8]2([CH2:12][NH:13][C:14]3[N:19]=[N:18][C:17](C(OC)=O)=[CH:16][CH:15]=3)[CH2:11][CH2:10][CH2:9]2)=[N:4][CH:5]=[CH:6][CH:7]=1.[CH3:24][Mg+].[Br-].CCO[C:30]([CH3:32])=[O:31].[Cl-].[NH4+]. The catalyst is C1COCC1. The product is [F:1][C:2]1[C:3]([C:8]2([CH2:12][NH:13][C:14]3[N:19]=[N:18][C:17]([C:30]([OH:31])([CH3:32])[CH3:24])=[CH:16][CH:15]=3)[CH2:9][CH2:10][CH2:11]2)=[N:4][CH:5]=[CH:6][CH:7]=1. The yield is 0.430. (3) The reactants are F[C:2]1[C:10]([CH3:11])=[CH:9][C:5]([C:6]([OH:8])=[O:7])=[CH:4][N:3]=1.[F:12][CH:13]([F:16])[CH2:14][OH:15]. No catalyst specified. The product is [F:12][CH:13]([F:16])[CH2:14][O:15][C:2]1[C:10]([CH3:11])=[CH:9][C:5]([C:6]([OH:8])=[O:7])=[CH:4][N:3]=1. The yield is 0.730. (4) The catalyst is N1C=CC=CC=1. The reactants are [NH2:1][C:2]1[CH:3]=[C:4]([CH:7]=[CH:8][C:9]=1[S:10][CH2:11][C:12]1[CH:17]=[CH:16][CH:15]=[CH:14][CH:13]=1)[C:5]#[N:6].[O:18]1[C:22]2[CH:23]=[CH:24][CH:25]=[CH:26][C:21]=2[CH:20]=[C:19]1[S:27](Cl)(=[O:29])=[O:28]. The yield is 0.650. The product is [CH2:11]([S:10][C:9]1[CH:8]=[CH:7][C:4]([C:5]#[N:6])=[CH:3][C:2]=1[NH:1][S:27]([C:19]1[O:18][C:22]2[CH:23]=[CH:24][CH:25]=[CH:26][C:21]=2[CH:20]=1)(=[O:28])=[O:29])[C:12]1[CH:17]=[CH:16][CH:15]=[CH:14][CH:13]=1. (5) The reactants are [CH:1]([C:3]1[CH:8]=[CH:7][C:6]([N:9]2[CH2:12][CH:11]([C:13]([OH:15])=[O:14])[CH2:10]2)=[CH:5][CH:4]=1)=[O:2].[C:16](=O)([O-])[O-].[K+].[K+].CI. The catalyst is CN(C=O)C. The product is [CH3:16][O:14][C:13]([CH:11]1[CH2:12][N:9]([C:6]2[CH:5]=[CH:4][C:3]([CH:1]=[O:2])=[CH:8][CH:7]=2)[CH2:10]1)=[O:15]. The yield is 0.610. (6) The reactants are Cl.[NH2:2][C:3]1[CH:30]=[CH:29][C:6]2[NH:7][C:8]([C:13]3[C:14](=[O:28])[C:15]([CH3:27])([CH2:24][CH2:25][CH3:26])[C:16]4[C:21]([C:22]=3[OH:23])=[CH:20][CH:19]=[CH:18][CH:17]=4)=[N:9][S:10](=[O:12])(=[O:11])[C:5]=2[CH:4]=1.[S:31](Cl)([CH3:34])(=[O:33])=[O:32].N1C=CC=CC=1. The catalyst is CC(C)=O. The product is [OH:23][C:22]1[C:21]2[C:16](=[CH:17][CH:18]=[CH:19][CH:20]=2)[C:15]([CH3:27])([CH2:24][CH2:25][CH3:26])[C:14](=[O:28])[C:13]=1[C:8]1[NH:7][C:6]2[CH:29]=[CH:30][C:3]([NH:2][S:31]([CH3:34])(=[O:33])=[O:32])=[CH:4][C:5]=2[S:10](=[O:12])(=[O:11])[N:9]=1. The yield is 0.890. (7) The reactants are [F:1][C:2]1[CH:28]=[CH:27][C:5]([CH2:6][N:7]2[C:19](=[O:20])[C:18]3[C:17]([O:21][CH2:22][O:23][CH3:24])=[C:16]4[C:11]([CH:12]=[CH:13][CH:14]=[N:15]4)=[C:10]([OH:25])[C:9]=3[C:8]2=[O:26])=[CH:4][CH:3]=1.C(N(C(C)C)CC)(C)C.[S:38](O[S:38]([C:41]([F:44])([F:43])[F:42])(=[O:40])=[O:39])([C:41]([F:44])([F:43])[F:42])(=[O:40])=[O:39]. The catalyst is ClCCl. The product is [F:1][C:2]1[CH:3]=[CH:4][C:5]([CH2:6][N:7]2[C:19](=[O:20])[C:18]3[C:17]([O:21][CH2:22][O:23][CH3:24])=[C:16]4[C:11]([CH:12]=[CH:13][CH:14]=[N:15]4)=[C:10]([O:25][S:38]([C:41]([F:44])([F:43])[F:42])(=[O:40])=[O:39])[C:9]=3[C:8]2=[O:26])=[CH:27][CH:28]=1. The yield is 1.00.